From a dataset of Full USPTO retrosynthesis dataset with 1.9M reactions from patents (1976-2016). Predict the reactants needed to synthesize the given product. (1) Given the product [CH3:53][C:51]1([CH3:54])[C:50](=[O:55])[NH:49][C:48]2[CH:56]=[C:44]([C:2]3[N:3]=[C:4]4[C:10]([C:11]([C:12]5([CH3:15])[CH2:14][CH2:19][CH2:18][CH2:17][CH2:13]5)=[O:16])=[CH:9][NH:8][C:5]4=[N:6][CH:7]=3)[CH:45]=[CH:46][C:47]=2[O:52]1, predict the reactants needed to synthesize it. The reactants are: Br[C:2]1[N:3]=[C:4]2[C:10]([C:11](=[O:16])[C:12]([CH3:15])([CH3:14])[CH3:13])=[CH:9][NH:8][C:5]2=[N:6][CH:7]=1.[CH3:17][C:18](C)(C)[C:19](C1C2C(=NC=C(C3C=CC4NC(=O)CSC=4C=3)N=2)NC=1)=O.Br[C:44]1[CH:45]=[CH:46][C:47]2[O:52][C:51]([CH3:54])([CH3:53])[C:50](=[O:55])[NH:49][C:48]=2[CH:56]=1. (2) Given the product [Cl:1][C:2]1[CH:3]=[CH:4][C:5]2[N:6]([C:8]([C:11]3[O:19][C:18]4[CH:17]=[CH:16][N:23]=[CH:22][C:13]=4[CH:12]=3)=[CH:9][N:10]=2)[N:7]=1, predict the reactants needed to synthesize it. The reactants are: [Cl:1][C:2]1[CH:3]=[CH:4][C:5]2[N:6]([C:8]([C:11]3[O:19][C:18]4[C:13](=NC=[CH:16][CH:17]=4)[CH:12]=3)=[CH:9][N:10]=2)[N:7]=1.BrC1N2N=C(Cl)C=CC2=[N:23][CH:22]=1. (3) Given the product [C:13]([NH:2][C:3]1[CH:4]=[C:5]([CH:10]=[CH:11][N:12]=1)[C:6]([O:8][CH3:9])=[O:7])(=[O:17])[CH2:14][CH2:15][CH3:16], predict the reactants needed to synthesize it. The reactants are: Cl.[NH2:2][C:3]1[CH:4]=[C:5]([CH:10]=[CH:11][N:12]=1)[C:6]([O:8][CH3:9])=[O:7].[C:13](Cl)(=[O:17])[CH2:14][CH2:15][CH3:16]. (4) Given the product [C:16](=[O:17])([O:18][C:38]([CH:11]1[CH2:12][CH2:13][N:8]([CH2:1][C:2]2[CH:7]=[CH:6][CH:5]=[CH:4][CH:3]=2)[CH2:9][CH2:10]1)([C:45]1[CH:50]=[CH:49][CH:48]=[CH:47][CH:46]=1)[C:39]1[CH:44]=[CH:43][CH:42]=[CH:41][CH:40]=1)[NH2:31], predict the reactants needed to synthesize it. The reactants are: [CH2:1]([N:8]1[CH2:13][CH2:12][CH:11](O)[CH2:10][CH2:9]1)[C:2]1[CH:7]=[CH:6][CH:5]=[CH:4][CH:3]=1.Cl[C:16]([O:18]C1C=CC([N+]([O-])=O)=CC=1)=[O:17].C([N:31](C(C)C)CC)(C)C.N[CH:38]([C:45]1[CH:50]=[CH:49][CH:48]=[CH:47][CH:46]=1)[C:39]1[CH:44]=[CH:43][CH:42]=[CH:41][CH:40]=1. (5) Given the product [NH:18]1[C:19]2[C:24](=[CH:23][CH:22]=[CH:21][CH:20]=2)[C:16]([CH2:15][CH2:14][N:38]2[CH2:39][CH2:40][N:36]([C:28]3[S:29][C:30]([C:31]([O:33][CH2:34][CH3:35])=[O:32])=[C:26]([CH3:25])[N:27]=3)[C:37]2=[O:41])=[CH:17]1, predict the reactants needed to synthesize it. The reactants are: FC(F)(F)C1C=CC(CBr)=CC=1.Br[CH2:14][CH2:15][C:16]1[C:24]2[C:19](=[CH:20][CH:21]=[CH:22][CH:23]=2)[NH:18][CH:17]=1.[CH3:25][C:26]1[N:27]=[C:28]([N:36]2[CH2:40][CH2:39][NH:38][C:37]2=[O:41])[S:29][C:30]=1[C:31]([O:33][CH2:34][CH3:35])=[O:32]. (6) Given the product [F:19][C:20]1[CH:25]=[CH:24][C:23]([F:26])=[CH:22][C:21]=1[CH2:8][C:9]1[O:13][N:12]=[C:11]([C:14]([O:16][CH2:17][CH3:18])=[O:15])[CH:10]=1, predict the reactants needed to synthesize it. The reactants are: COCCOC.Br[CH2:8][C:9]1[O:13][N:12]=[C:11]([C:14]([O:16][CH2:17][CH3:18])=[O:15])[CH:10]=1.[F:19][C:20]1[CH:25]=[CH:24][C:23]([F:26])=[CH:22][C:21]=1B(O)O.C(=O)([O-])[O-].[Na+].[Na+]. (7) Given the product [NH:39]1[CH:38]=[C:37]([C:2]2[CH:3]=[CH:4][C:5]3[C:11]4[S:12][C:13]([C:15]5[N:16]=[C:17]([NH2:27])[S:18][C:19]=5[C:20]5[CH:25]=[CH:24][CH:23]=[CH:22][C:21]=5[Cl:26])=[CH:14][C:10]=4[CH2:9][CH2:8][O:7][C:6]=3[CH:28]=2)[CH:41]=[N:40]1, predict the reactants needed to synthesize it. The reactants are: Br[C:2]1[CH:3]=[CH:4][C:5]2[C:11]3[S:12][C:13]([C:15]4[N:16]=[C:17]([NH2:27])[S:18][C:19]=4[C:20]4[CH:25]=[CH:24][CH:23]=[CH:22][C:21]=4[Cl:26])=[CH:14][C:10]=3[CH2:9][CH2:8][O:7][C:6]=2[CH:28]=1.CC1(C)C(C)(C)OB([C:37]2[CH:38]=[N:39][NH:40][CH:41]=2)O1. (8) Given the product [Cl:32][C:33]1[C:38]([CH3:39])=[CH:37][C:36]([O:1][CH2:2][CH2:3][CH2:4][C:5]2[C:13]3[C:8]4=[C:9]([S:14][CH2:15][CH2:16][N:7]4[C:6]=2[C:17]([OH:19])=[O:18])[CH:10]=[CH:11][CH:12]=3)=[CH:35][C:34]=1[CH3:41], predict the reactants needed to synthesize it. The reactants are: [OH:1][CH2:2][CH2:3][CH2:4][C:5]1[C:13]2[C:8]3=[C:9]([S:14][CH2:15][CH2:16][N:7]3[C:6]=1[C:17]([O:19]C)=[O:18])[CH:10]=[CH:11][CH:12]=2.C1(O)C2C(=CC=CC=2)C=CC=1.[Cl:32][C:33]1[C:38]([CH3:39])=[CH:37][C:36](O)=[CH:35][C:34]=1[CH3:41]. (9) Given the product [CH2:1]([NH:8][C:9]1[CH:10]=[C:11]([CH:15]=[C:16]([C:18]2[CH:19]=[CH:20][C:21]([CH3:24])=[CH:22][CH:23]=2)[N:17]=1)[C:12]([O:14][C:37]([CH3:40])([CH3:39])[CH3:38])=[O:13])[C:2]1[CH:3]=[CH:4][CH:5]=[CH:6][CH:7]=1, predict the reactants needed to synthesize it. The reactants are: [CH2:1]([NH:8][C:9]1[CH:10]=[C:11]([CH:15]=[C:16]([C:18]2[CH:23]=[CH:22][C:21]([CH3:24])=[CH:20][CH:19]=2)[N:17]=1)[C:12]([OH:14])=[O:13])[C:2]1[CH:7]=[CH:6][CH:5]=[CH:4][CH:3]=1.CN(C1C=CC=CN=1)C.C(OC(O[C:37]([CH3:40])([CH3:39])[CH3:38])=O)(O[C:37]([CH3:40])([CH3:39])[CH3:38])=O.